This data is from Full USPTO retrosynthesis dataset with 1.9M reactions from patents (1976-2016). The task is: Predict the reactants needed to synthesize the given product. Given the product [CH:1]1([NH:4][C:5](=[O:30])[C:6]2[CH:11]=[CH:10][C:9]([CH3:12])=[C:8]([N:13]3[C:22](=[O:23])[C:21]4[C:16](=[CH:17][CH:18]=[C:19]([C:24]5[CH2:25][CH2:26][N:27]([CH3:31])[CH2:28][CH:29]=5)[CH:20]=4)[N:15]=[CH:14]3)[CH:7]=2)[CH2:3][CH2:2]1, predict the reactants needed to synthesize it. The reactants are: [CH:1]1([NH:4][C:5](=[O:30])[C:6]2[CH:11]=[CH:10][C:9]([CH3:12])=[C:8]([N:13]3[C:22](=[O:23])[C:21]4[C:16](=[CH:17][CH:18]=[C:19]([C:24]5[CH2:25][CH2:26][NH:27][CH2:28][CH:29]=5)[CH:20]=4)[N:15]=[CH:14]3)[CH:7]=2)[CH2:3][CH2:2]1.[CH2:31]=O.